From a dataset of KCNQ2 potassium channel screen with 302,405 compounds. Binary Classification. Given a drug SMILES string, predict its activity (active/inactive) in a high-throughput screening assay against a specified biological target. (1) The drug is S(CC(=O)NCc1c(OC)cccc1)c1scc(n1)C. The result is 0 (inactive). (2) The compound is Clc1c(N2CCCCC2)cc2n(c(nc2c1)C1N(CCC1)c1scc(n1)c1cc(Cl)c(N)c(Cl)c1)CCCO. The result is 1 (active). (3) The compound is s1c2c(nc1NC(=O)c1ccccc1)CC(CC2=O)(C)C. The result is 0 (inactive).